From a dataset of Forward reaction prediction with 1.9M reactions from USPTO patents (1976-2016). Predict the product of the given reaction. (1) Given the reactants [Cl:1][C:2]1[CH:3]=[C:4]([C:8]2[C:17]3[C:12](=[CH:13][CH:14]=[C:15]([C:18]([C:35]4[CH:36]=[N:37][C:38]([Cl:41])=[CH:39][CH:40]=4)(N=CC4C=CC(OC)=CC=4)[C:19]4[N:20]([CH3:24])[CH:21]=[N:22][CH:23]=4)[CH:16]=3)[N:11]([CH2:42][CH:43]3[CH2:45][CH2:44]3)[C:10](=[O:46])[CH:9]=2)[CH:5]=[CH:6][CH:7]=1.S(=O)(=O)(O)[OH:48].N([O-])=O.[Na+].C(OCC)(=O)C, predict the reaction product. The product is: [Cl:1][C:2]1[CH:3]=[C:4]([C:8]2[C:13]3[C:12](=[CH:17][CH:16]=[C:15]([C:18]([C:35]4[CH:36]=[N:37][C:38]([Cl:41])=[CH:39][CH:40]=4)([OH:48])[C:19]4[N:20]([CH3:24])[CH:21]=[N:22][CH:23]=4)[CH:14]=3)[N:11]([CH2:42][CH:43]3[CH2:45][CH2:44]3)[C:10](=[O:46])[CH:9]=2)[CH:5]=[CH:6][CH:7]=1. (2) Given the reactants [CH:1]([N:4]1[C:8]([C:9]2[CH2:13][O:12][CH2:11][C:10]=2[C:14](OCC)=[O:15])=[CH:7][CH:6]=[N:5]1)([CH3:3])[CH3:2].[H-].[H-].[H-].[H-].[Li+].[Al+3], predict the reaction product. The product is: [CH:1]([N:4]1[C:8]([C:9]2[CH2:13][O:12][CH2:11][C:10]=2[CH2:14][OH:15])=[CH:7][CH:6]=[N:5]1)([CH3:3])[CH3:2]. (3) Given the reactants [C:1]([O:5][C:6]([N:8]([CH2:20][C:21]1[CH:26]=[C:25]([C:27](OCC)=[O:28])[CH:24]=[CH:23][N:22]=1)[CH2:9][CH:10]1[CH2:15][CH2:14][CH:13]([CH2:16][N:17]([CH3:19])[CH3:18])[CH2:12][CH2:11]1)=[O:7])([CH3:4])([CH3:3])[CH3:2], predict the reaction product. The product is: [CH3:18][N:17]([CH2:16][CH:13]1[CH2:12][CH2:11][CH:10]([CH2:9][N:8]([CH2:20][C:21]2[CH:26]=[C:25]([CH2:27][OH:28])[CH:24]=[CH:23][N:22]=2)[C:6](=[O:7])[O:5][C:1]([CH3:4])([CH3:3])[CH3:2])[CH2:15][CH2:14]1)[CH3:19].